The task is: Regression. Given a peptide amino acid sequence and an MHC pseudo amino acid sequence, predict their binding affinity value. This is MHC class I binding data.. This data is from Peptide-MHC class I binding affinity with 185,985 pairs from IEDB/IMGT. (1) The peptide sequence is SVPEPAAGI. The MHC is HLA-A01:01 with pseudo-sequence HLA-A01:01. The binding affinity (normalized) is 0.0847. (2) The peptide sequence is MPDCGMSVL. The MHC is HLA-B54:01 with pseudo-sequence HLA-B54:01. The binding affinity (normalized) is 0.269.